Task: Regression. Given a peptide amino acid sequence and an MHC pseudo amino acid sequence, predict their binding affinity value. This is MHC class I binding data.. Dataset: Peptide-MHC class I binding affinity with 185,985 pairs from IEDB/IMGT (1) The peptide sequence is LRHPGFTVI. The MHC is HLA-B51:01 with pseudo-sequence HLA-B51:01. The binding affinity (normalized) is 0.149. (2) The peptide sequence is LPCRIKQII. The MHC is HLA-A29:02 with pseudo-sequence HLA-A29:02. The binding affinity (normalized) is 0. (3) The peptide sequence is HLKEKSSLR. The MHC is HLA-A26:01 with pseudo-sequence HLA-A26:01. The binding affinity (normalized) is 0.0847.